Dataset: Human liver microsome stability data. Task: Regression/Classification. Given a drug SMILES string, predict its absorption, distribution, metabolism, or excretion properties. Task type varies by dataset: regression for continuous measurements (e.g., permeability, clearance, half-life) or binary classification for categorical outcomes (e.g., BBB penetration, CYP inhibition). Dataset: hlm. (1) The result is 0 (unstable in human liver microsomes). The drug is COC(=O)C(C)(C)C(c1ccc(Nc2ccc3ccccc3c2)cc1)n1ccnc1. (2) The drug is N#Cc1ccccc1Cn1c(N2CCC[C@@H](N)C2)ncc(Br)c1=O. The result is 0 (unstable in human liver microsomes). (3) The result is 1 (stable in human liver microsomes). The drug is O=C(Oc1cccc(N2CCS(=O)(=O)CC2)c1)N1CCN(c2ccccc2)CC1. (4) The compound is Oc1c2ccc(Oc3ccc(OC(F)(F)F)cc3)cc2nc2cc(Cl)cc(Cl)c12. The result is 0 (unstable in human liver microsomes). (5) The drug is Nc1ncnc2c1c(Oc1cc(Cl)ccn1)nn2C1CC1. The result is 0 (unstable in human liver microsomes). (6) The drug is CC1=C2C[C@H]3[C@@H](CC[C@@H]4Cc5nonc5C[C@@]43C)[C@@H]2CC[C@@]2(C1)O[C@@H]1C[C@H](C)CN[C@H]1[C@H]2C. The result is 1 (stable in human liver microsomes). (7) The drug is Cc1c(C(=O)OC(C)C)[nH]c2c1C(=O)CC(c1cccs1)C2. The result is 1 (stable in human liver microsomes). (8) The molecule is Cn1c(-c2cnccn2)c(C2CCCC2)c2ccc(C(=O)NC3(C(=O)Nc4ccc(C=CC(=O)O)cc4)CCC3)cc21. The result is 0 (unstable in human liver microsomes). (9) The result is 1 (stable in human liver microsomes). The compound is COc1ccc(CCN2C(=O)N(NS(C)(=O)=O)CC2c2ccc(C3CC3)cc2)cc1. (10) The result is 0 (unstable in human liver microsomes). The compound is CC[C@H]1OC(=O)[C@H](C)[C@@H](O[C@H]2C[C@@](C)(OC)[C@@H](O)[C@H](C)O2)[C@H](C)[C@@H](O[C@@H]2O[C@H](C)C[C@H](N(C)C)[C@H]2O)[C@](C)(O)C[C@@H](C)CN(CCNC(=S)NCCc2ccccc2)[C@H](C)[C@@H](O)[C@]1(C)O.